This data is from Full USPTO retrosynthesis dataset with 1.9M reactions from patents (1976-2016). The task is: Predict the reactants needed to synthesize the given product. (1) Given the product [Cl:8][C:6]1[C:5]([C:9]#[N:10])=[C:4]([NH:24][CH:21]2[CH2:23][CH2:22]2)[N:3]=[C:2]([NH:14][CH:18]2[CH2:19][CH2:20]2)[N:7]=1, predict the reactants needed to synthesize it. The reactants are: Cl[C:2]1[N:7]=[C:6]([Cl:8])[C:5]([C:9]#[N:10])=[C:4](Cl)[N:3]=1.C([N:14]([CH:18]([CH3:20])[CH3:19])C(C)C)C.[CH:21]1([NH2:24])[CH2:23][CH2:22]1. (2) Given the product [NH2:14][C:7]1([C:11]#[N:12])[CH2:8][CH2:9][N:5]([CH:4]2[CH2:1][CH2:3]2)[CH2:6]1, predict the reactants needed to synthesize it. The reactants are: [CH:1]1([CH2:4][N:5]2[CH2:9][CH2:8][C:7](=O)[CH2:6]2)[CH2:3]C1.[C-:11]#[N:12].[Na+].[NH4+:14].[Cl-]. (3) Given the product [CH2:1]([S:8][C:17]1[CH:22]=[CH:21][CH:20]=[CH:19][CH:18]=1)[C:2]1[CH:7]=[CH:6][CH:5]=[CH:4][CH:3]=1, predict the reactants needed to synthesize it. The reactants are: [CH2:1]([SH:8])[C:2]1[CH:7]=[CH:6][CH:5]=[CH:4][CH:3]=1.C1C(=O)N(Cl)C(=O)C1.[C:17]1([Zn]Br)[CH:22]=[CH:21][CH:20]=[CH:19][CH:18]=1. (4) Given the product [Br:9][C:5]1[C:6]([CH3:8])=[CH:7][C:2](=[O:12])[NH:3][C:4]=1[CH3:10], predict the reactants needed to synthesize it. The reactants are: N[C:2]1[CH:7]=[C:6]([CH3:8])[C:5]([Br:9])=[C:4]([CH3:10])[N:3]=1.[PH2](O)=[O:12].N([O-])=O.[Na+].[OH-].[Na+]. (5) Given the product [C:59]([NH:58][CH2:57][CH2:56][C:50]1[C:49]([F:48])=[CH:54][CH:53]=[CH:52][C:51]=1[O:55][CH2:32][CH2:31][O:30][CH:18]1[CH:17]([C:14]2[CH:13]=[CH:12][C:11]([O:10][CH2:9][CH2:8][CH2:7][O:6][CH2:5][C:4]3[CH:44]=[CH:45][CH:46]=[CH:47][C:3]=3[O:2][CH3:1])=[CH:16][CH:15]=2)[CH2:22][CH2:21][N:20]([C:23]([O:25][C:26]([CH3:27])([CH3:29])[CH3:28])=[O:24])[CH2:19]1)(=[O:61])[CH3:60], predict the reactants needed to synthesize it. The reactants are: [CH3:1][O:2][C:3]1[CH:47]=[CH:46][CH:45]=[CH:44][C:4]=1[CH2:5][O:6][CH2:7][CH2:8][CH2:9][O:10][C:11]1[CH:16]=[CH:15][C:14]([CH:17]2[CH2:22][CH2:21][N:20]([C:23]([O:25][C:26]([CH3:29])([CH3:28])[CH3:27])=[O:24])[CH2:19][CH:18]2[O:30][CH2:31][CH2:32]OS(C2C=CC(C)=CC=2)(=O)=O)=[CH:13][CH:12]=1.[F:48][C:49]1[CH:54]=[CH:53][CH:52]=[C:51]([OH:55])[C:50]=1[CH2:56][CH2:57][NH:58][C:59](=[O:61])[CH3:60].